From a dataset of Catalyst prediction with 721,799 reactions and 888 catalyst types from USPTO. Predict which catalyst facilitates the given reaction. (1) Reactant: [C:1]([C:3]1[CH:8]=[CH:7][CH:6]=[CH:5][N:4]=1)#[N:2].O.[NH2:10][NH2:11]. Product: [CH:7]1[CH:8]=[C:3](/[C:1](/[NH2:2])=[N:10]\[NH2:11])[N:4]=[CH:5][CH:6]=1. The catalyst class is: 14. (2) Reactant: C(OC([CH2:8][NH:9][CH2:10][C:11]1[CH:12]=[C:13]([C:17]2[CH:22]=[CH:21][C:20]([O:23][C:24]3[CH:34]=[CH:33][CH:32]=[CH:31][C:25]=3[C:26]([O:28][CH2:29][CH3:30])=[O:27])=[CH:19][CH:18]=2)[CH:14]=[CH:15][CH:16]=1)=O)(C)(C)C. Product: [CH3:8][NH:9][CH2:10][C:11]1[CH:12]=[C:13]([C:17]2[CH:22]=[CH:21][C:20]([O:23][C:24]3[CH:34]=[CH:33][CH:32]=[CH:31][C:25]=3[C:26]([O:28][CH2:29][CH3:30])=[O:27])=[CH:19][CH:18]=2)[CH:14]=[CH:15][CH:16]=1. The catalyst class is: 281. (3) Reactant: [CH3:1][C:2]([Si:5]([CH3:30])([CH3:29])[O:6][CH2:7][C@@H:8]([O:10][C:11]1[CH:12]=[C:13]([CH:25]=[C:26]([OH:28])[CH:27]=1)[C:14]([NH:16][C:17]1[CH:21]=[CH:20][N:19]([CH:22]([CH3:24])[CH3:23])[N:18]=1)=[O:15])[CH3:9])([CH3:4])[CH3:3].[N:31]1([C:35]([C:37]2[CH:38]=[C:39]([Cl:44])[C:40](Cl)=[N:41][CH:42]=2)=[O:36])[CH2:34][CH2:33][CH2:32]1.C(=O)([O-])[O-].[K+].[K+]. Product: [N:31]1([C:35]([C:37]2[CH:38]=[C:39]([Cl:44])[C:40]([O:28][C:26]3[CH:25]=[C:13]([CH:12]=[C:11]([O:10][C@@H:8]([CH3:9])[CH2:7][O:6][Si:5]([C:2]([CH3:4])([CH3:3])[CH3:1])([CH3:30])[CH3:29])[CH:27]=3)[C:14]([NH:16][C:17]3[CH:21]=[CH:20][N:19]([CH:22]([CH3:24])[CH3:23])[N:18]=3)=[O:15])=[N:41][CH:42]=2)=[O:36])[CH2:34][CH2:33][CH2:32]1. The catalyst class is: 10. (4) Reactant: ClC(N(C)C)=C(C)C.[N:9]1([C:13]([C:15]2[N:20]=[CH:19][C:18]([O:21][C:22]3[CH:23]=[C:24]([CH:28]=[C:29]([O:31][CH2:32][C:33]4[CH:38]=[CH:37][CH:36]=[CH:35][CH:34]=4)[CH:30]=3)[C:25]([OH:27])=O)=[CH:17][CH:16]=2)=[O:14])[CH2:12][CH2:11][CH2:10]1.[NH2:39][C:40]1[CH:45]=[N:44][C:43]([CH3:46])=[CH:42][N:41]=1.N1C=CC=CC=1. Product: [N:9]1([C:13]([C:15]2[N:20]=[CH:19][C:18]([O:21][C:22]3[CH:23]=[C:24]([CH:28]=[C:29]([O:31][CH2:32][C:33]4[CH:34]=[CH:35][CH:36]=[CH:37][CH:38]=4)[CH:30]=3)[C:25]([NH:39][C:40]3[CH:45]=[N:44][C:43]([CH3:46])=[CH:42][N:41]=3)=[O:27])=[CH:17][CH:16]=2)=[O:14])[CH2:12][CH2:11][CH2:10]1. The catalyst class is: 2. (5) Reactant: [C:1]1([B:7]([CH:9]([O:16][CH:17]([B:24]([C:26]2[CH:31]=[CH:30][CH:29]=[CH:28][CH:27]=2)O)[C:18]2[CH:23]=[CH:22][CH:21]=[CH:20][CH:19]=2)[C:10]2[CH:15]=[CH:14][CH:13]=[CH:12][CH:11]=2)O)[CH:6]=[CH:5][CH:4]=[CH:3][CH:2]=1.[CH2:32]([NH:36][CH2:37][CH2:38]O)[CH2:33][CH2:34][CH3:35]. Product: [C:1]1([B:7]([CH:9]([O:16][CH:17]([B:24]([C:26]2[CH:31]=[CH:30][CH:29]=[CH:28][CH:27]=2)[CH2:38][CH2:37][NH:36][CH2:32][CH2:33][CH2:34][CH3:35])[C:18]2[CH:23]=[CH:22][CH:21]=[CH:20][CH:19]=2)[C:10]2[CH:15]=[CH:14][CH:13]=[CH:12][CH:11]=2)[CH2:38][CH2:37][NH:36][CH2:32][CH2:33][CH2:34][CH3:35])[CH:6]=[CH:5][CH:4]=[CH:3][CH:2]=1. The catalyst class is: 8.